Dataset: Full USPTO retrosynthesis dataset with 1.9M reactions from patents (1976-2016). Task: Predict the reactants needed to synthesize the given product. (1) Given the product [CH2:22]([O:21][C:19]([C:18]1[CH:29]=[CH:30][C:15]([O:1][C@H:2]2[CH2:6][CH2:5][N:4]([C:7]([O:9][C:10]([CH3:13])([CH3:12])[CH3:11])=[O:8])[CH2:3]2)=[CH:16][CH:17]=1)=[O:20])[C:23]1[CH:24]=[CH:25][CH:26]=[CH:27][CH:28]=1, predict the reactants needed to synthesize it. The reactants are: [OH:1][C@@H:2]1[CH2:6][CH2:5][N:4]([C:7]([O:9][C:10]([CH3:13])([CH3:12])[CH3:11])=[O:8])[CH2:3]1.O[C:15]1[CH:30]=[CH:29][C:18]([C:19]([O:21][CH2:22][C:23]2[CH:28]=[CH:27][CH:26]=[CH:25][CH:24]=2)=[O:20])=[CH:17][CH:16]=1.C1(P(C2C=CC=CC=2)C2C=CC=CC=2)C=CC=CC=1.N(/C(OC(C)C)=O)=N\C(OC(C)C)=O. (2) Given the product [C:55](/[C:42](/[C:40](=[O:41])[N:37]([CH2:36][CH3:35])[CH2:38][CH3:39])=[CH:43]\[C:44]1[CH:45]=[C:46]([N+:52]([O-:54])=[O:53])[C:47]([OH:51])=[C:48]([O:30][C:29](=[O:31])[CH2:28][CH2:27][C:26]([NH:25][C@H:20]([C:21]([O:23][CH3:24])=[O:22])[CH2:19][C:8]2[CH:9]=[CH:10][C:11]([O:12][C:13](=[O:18])[C:14]([CH3:15])([CH3:16])[CH3:17])=[C:6]([O:5][C:3](=[O:4])[C:2]([CH3:34])([CH3:33])[CH3:1])[CH:7]=2)=[O:32])[CH:49]=1)#[N:56], predict the reactants needed to synthesize it. The reactants are: [CH3:1][C:2]([CH3:34])([CH3:33])[C:3]([O:5][C:6]1[CH:7]=[C:8]([CH2:19][C@H:20]([NH:25][C:26](=[O:32])[CH2:27][CH2:28][C:29]([OH:31])=[O:30])[C:21]([O:23][CH3:24])=[O:22])[CH:9]=[CH:10][C:11]=1[O:12][C:13](=[O:18])[C:14]([CH3:17])([CH3:16])[CH3:15])=[O:4].[CH3:35][CH2:36][N:37]([C:40](/[C:42](/[C:55]#[N:56])=[CH:43]/[C:44]1[CH:49]=[C:48](O)[C:47]([OH:51])=[C:46]([N+:52]([O-:54])=[O:53])[CH:45]=1)=[O:41])[CH2:38][CH3:39].C1(N=C=NC2CCCCC2)CCCCC1. (3) Given the product [I:17][C:14]1[CH:15]=[C:16]2[C:11](=[CH:12][CH:13]=1)[N:10]=[CH:9][C:8]([C:18]#[N:19])=[C:7]2[O:5][CH2:4][CH2:3][O:2][CH3:1], predict the reactants needed to synthesize it. The reactants are: [CH3:1][O:2][CH2:3][CH2:4][OH:5].Cl[C:7]1[C:16]2[C:11](=[CH:12][CH:13]=[C:14]([I:17])[CH:15]=2)[N:10]=[CH:9][C:8]=1[C:18]#[N:19].[H-].[K+]. (4) The reactants are: [CH3:1][N:2]([CH3:11])[S:3]([N:6]1[CH:10]=[CH:9][CH:8]=[N:7]1)(=[O:5])=[O:4].C([Li])CCC.[Br:17]C(Cl)(Cl)C(Cl)(Cl)Br. Given the product [Br:17][C:8]1[CH:9]=[CH:10][N:6]([S:3]([N:2]([CH3:11])[CH3:1])(=[O:4])=[O:5])[N:7]=1, predict the reactants needed to synthesize it. (5) Given the product [F:50][C:38]([F:37])([F:51])[C:39]1[CH:44]=[CH:43][CH:42]=[CH:41][C:40]=1[C:45]([N:47]=[C:48]=[S:49])=[O:46].[Cl:14][C:15]1[CH:16]=[C:17]([NH:18][C:48]([NH:47][C:45](=[O:46])[C:40]2[CH:41]=[CH:42][CH:43]=[CH:44][C:39]=2[C:38]([F:37])([F:51])[F:50])=[S:49])[CH:19]=[CH:20][C:21]=1[O:22][C:23]1[C:32]2[C:27](=[CH:28][C:29]([O:35][CH3:36])=[C:30]([O:33][CH3:34])[CH:31]=2)[N:26]=[CH:25][CH:24]=1, predict the reactants needed to synthesize it. The reactants are: FC(F)(F)C1C=CC=CC=1C(Cl)=O.[Cl:14][C:15]1[CH:16]=[C:17]([CH:19]=[CH:20][C:21]=1[O:22][C:23]1[C:32]2[C:27](=[CH:28][C:29]([O:35][CH3:36])=[C:30]([O:33][CH3:34])[CH:31]=2)[N:26]=[CH:25][CH:24]=1)[NH2:18].[F:37][C:38]([F:51])([F:50])[C:39]1[CH:44]=[CH:43][CH:42]=[CH:41][C:40]=1[C:45]([N:47]=[C:48]=[S:49])=[O:46]. (6) Given the product [CH3:12][C:9]1[CH:10]=[N:11][C:2]([C:20]2[N:25]=[CH:24][CH:23]=[CH:22][N:21]=2)=[C:3]([CH:8]=1)[C:4]([O:6][CH3:7])=[O:5], predict the reactants needed to synthesize it. The reactants are: Cl[C:2]1[N:11]=[CH:10][C:9]([CH3:12])=[CH:8][C:3]=1[C:4]([O:6][CH3:7])=[O:5].[Li+].[Cl-].C([Sn](CCCC)(CCCC)[C:20]1[N:25]=[CH:24][CH:23]=[CH:22][N:21]=1)CCC. (7) Given the product [Br:11][C:3]1[CH:4]=[C:5]([C:6]([OH:8])=[O:7])[CH:9]=[C:10]2[C:2]=1[N:1]=[CH:16][CH:14]=[CH:13]2, predict the reactants needed to synthesize it. The reactants are: [NH2:1][C:2]1[CH:10]=[CH:9][C:5]([C:6]([OH:8])=[O:7])=[CH:4][C:3]=1[Br:11].O[CH2:13][CH:14]([CH2:16]O)O.S(=O)(=O)(O)O.[Na+].[N+](C1C=C(S([O-])(=O)=O)C=CC=1)([O-])=O.